From a dataset of NCI-60 drug combinations with 297,098 pairs across 59 cell lines. Regression. Given two drug SMILES strings and cell line genomic features, predict the synergy score measuring deviation from expected non-interaction effect. (1) Drug 1: CC12CCC3C(C1CCC2OP(=O)(O)O)CCC4=C3C=CC(=C4)OC(=O)N(CCCl)CCCl.[Na+]. Drug 2: CC1C(C(CC(O1)OC2CC(CC3=C2C(=C4C(=C3O)C(=O)C5=CC=CC=C5C4=O)O)(C(=O)C)O)N)O. Cell line: OVCAR-8. Synergy scores: CSS=50.3, Synergy_ZIP=7.26, Synergy_Bliss=11.4, Synergy_Loewe=-32.2, Synergy_HSA=12.1. (2) Drug 2: COC1=C(C=C2C(=C1)N=CN=C2NC3=CC(=C(C=C3)F)Cl)OCCCN4CCOCC4. Synergy scores: CSS=35.0, Synergy_ZIP=-7.91, Synergy_Bliss=4.25, Synergy_Loewe=2.12, Synergy_HSA=5.42. Cell line: OVCAR-8. Drug 1: CC12CCC(CC1=CCC3C2CCC4(C3CC=C4C5=CN=CC=C5)C)O. (3) Drug 1: CN(C)N=NC1=C(NC=N1)C(=O)N. Drug 2: CCCCCOC(=O)NC1=NC(=O)N(C=C1F)C2C(C(C(O2)C)O)O. Cell line: SF-268. Synergy scores: CSS=-6.07, Synergy_ZIP=3.59, Synergy_Bliss=3.02, Synergy_Loewe=-3.53, Synergy_HSA=-2.71. (4) Drug 1: CN(C)N=NC1=C(NC=N1)C(=O)N. Drug 2: C1=CC(=CC=C1CCCC(=O)O)N(CCCl)CCCl. Cell line: MOLT-4. Synergy scores: CSS=34.1, Synergy_ZIP=-5.86, Synergy_Bliss=-10.2, Synergy_Loewe=-15.0, Synergy_HSA=-8.13. (5) Drug 1: C1=C(C(=O)NC(=O)N1)F. Drug 2: C1CN(CCN1C(=O)CCBr)C(=O)CCBr. Cell line: 786-0. Synergy scores: CSS=36.5, Synergy_ZIP=-1.69, Synergy_Bliss=-1.41, Synergy_Loewe=-8.56, Synergy_HSA=-0.0210. (6) Drug 1: C1=CC(=CC=C1CCCC(=O)O)N(CCCl)CCCl. Drug 2: CC1=C(C(=O)C2=C(C1=O)N3CC4C(C3(C2COC(=O)N)OC)N4)N. Cell line: TK-10. Synergy scores: CSS=16.5, Synergy_ZIP=-4.20, Synergy_Bliss=0.679, Synergy_Loewe=1.95, Synergy_HSA=2.95. (7) Drug 1: C1=CC(=C2C(=C1NCCNCCO)C(=O)C3=C(C=CC(=C3C2=O)O)O)NCCNCCO. Drug 2: CC1C(C(CC(O1)OC2CC(CC3=C2C(=C4C(=C3O)C(=O)C5=CC=CC=C5C4=O)O)(C(=O)C)O)N)O. Cell line: MCF7. Synergy scores: CSS=49.1, Synergy_ZIP=4.79, Synergy_Bliss=3.36, Synergy_Loewe=8.41, Synergy_HSA=8.62. (8) Drug 1: CC1OCC2C(O1)C(C(C(O2)OC3C4COC(=O)C4C(C5=CC6=C(C=C35)OCO6)C7=CC(=C(C(=C7)OC)O)OC)O)O. Drug 2: CN1C(=O)N2C=NC(=C2N=N1)C(=O)N. Cell line: OVCAR-5. Synergy scores: CSS=10.1, Synergy_ZIP=-3.30, Synergy_Bliss=-2.38, Synergy_Loewe=-16.2, Synergy_HSA=-5.85. (9) Cell line: IGROV1. Synergy scores: CSS=10.9, Synergy_ZIP=-4.60, Synergy_Bliss=1.54, Synergy_Loewe=-5.33, Synergy_HSA=1.02. Drug 1: C1C(C(OC1N2C=NC3=C(N=C(N=C32)Cl)N)CO)O. Drug 2: CC1=C(C(=O)C2=C(C1=O)N3CC4C(C3(C2COC(=O)N)OC)N4)N. (10) Drug 1: C1=C(C(=O)NC(=O)N1)F. Drug 2: CC1=C(C(=CC=C1)Cl)NC(=O)C2=CN=C(S2)NC3=CC(=NC(=N3)C)N4CCN(CC4)CCO. Cell line: BT-549. Synergy scores: CSS=34.1, Synergy_ZIP=-3.76, Synergy_Bliss=2.07, Synergy_Loewe=-2.06, Synergy_HSA=3.20.